From a dataset of Full USPTO retrosynthesis dataset with 1.9M reactions from patents (1976-2016). Predict the reactants needed to synthesize the given product. (1) Given the product [Cl:10][C:11]1[CH:24]=[C:23]([Cl:25])[CH:22]=[CH:21][C:12]=1[CH2:13][S:14]([C:17]1[C:18](=[O:19])[O:4][C:3]2[C:2]([CH:1]=1)=[CH:8][CH:7]=[CH:6][CH:5]=2)(=[O:15])=[O:16], predict the reactants needed to synthesize it. The reactants are: [CH:1](=O)[C:2]1[C:3](=[CH:5][CH:6]=[CH:7][CH:8]=1)[OH:4].[Cl:10][C:11]1[CH:24]=[C:23]([Cl:25])[CH:22]=[CH:21][C:12]=1[CH2:13][S:14]([CH2:17][C:18](O)=[O:19])(=[O:16])=[O:15]. (2) Given the product [CH2:17]([O:22][CH2:3][C:4]1[N:8]2[C:7]([CH:12]=[CH:11][CH:10]=[CH:9]2)=[CH:6][CH:5]=1)[CH2:18][CH2:19][CH2:20][CH3:21], predict the reactants needed to synthesize it. The reactants are: C[Si](C)(C)[C:3]#[C:4]/[CH:5]=[CH:6]\[C:7]1[CH:12]=[CH:11][CH:10]=[CH:9][N:8]=1.[F-].[Cs+].[CH2:17]([OH:22])[CH2:18][CH2:19][CH2:20][CH3:21]. (3) Given the product [C:1]([C:5]1[N:6]=[C:7]([C:10]2[CH:19]=[CH:18][CH:17]=[CH:16][C:11]=2[C:12]([OH:14])=[O:13])[S:8][CH:9]=1)([CH3:4])([CH3:2])[CH3:3], predict the reactants needed to synthesize it. The reactants are: [C:1]([C:5]1[N:6]=[C:7]([C:10]2[CH:19]=[CH:18][CH:17]=[CH:16][C:11]=2[C:12]([O:14]C)=[O:13])[S:8][CH:9]=1)([CH3:4])([CH3:3])[CH3:2]. (4) Given the product [N+:11]([C:7]1[CH:8]=[C:1]([O:9][CH3:10])[C:2]([O:3][CH3:4])=[CH:5][CH:6]=1)([O-:13])=[O:12], predict the reactants needed to synthesize it. The reactants are: [C:1]1([O:9][CH3:10])[C:2](=[CH:5][CH:6]=[CH:7][CH:8]=1)[O:3][CH3:4].[N+:11]([O-])([OH:13])=[O:12]. (5) Given the product [C:16]([O:20][C:21]([N:23]1[CH2:24][CH:25]=[C:26]([C:7]2[CH:8]=[CH:9][C:4]([C:3]([O:2][CH3:1])=[O:15])=[CH:5][C:6]=2[C:11]([F:14])([F:13])[F:12])[CH2:27][CH2:28]1)=[O:22])([CH3:19])([CH3:17])[CH3:18], predict the reactants needed to synthesize it. The reactants are: [CH3:1][O:2][C:3](=[O:15])[C:4]1[CH:9]=[CH:8][C:7](Br)=[C:6]([C:11]([F:14])([F:13])[F:12])[CH:5]=1.[C:16]([O:20][C:21]([N:23]1[CH2:28][CH:27]=[C:26](B2OC(C)(C)C(C)(C)O2)[CH2:25][CH2:24]1)=[O:22])([CH3:19])([CH3:18])[CH3:17].C(=O)([O-])[O-].[K+].[K+]. (6) Given the product [Cl:17][C:18]1[CH:19]=[N:20][CH:21]=[C:22]([Cl:25])[C:23]=1[N:14]1[CH2:15][CH2:16][CH:11]([S:8]([C:5]2[CH:4]=[CH:3][C:2]([Cl:1])=[CH:7][CH:6]=2)(=[O:9])=[O:10])[CH2:12][CH2:13]1, predict the reactants needed to synthesize it. The reactants are: [Cl:1][C:2]1[CH:7]=[CH:6][C:5]([S:8]([CH:11]2[CH2:16][CH2:15][NH:14][CH2:13][CH2:12]2)(=[O:10])=[O:9])=[CH:4][CH:3]=1.[Cl:17][C:18]1[CH:19]=[N:20][CH:21]=[C:22]([Cl:25])[C:23]=1Cl.CCN(C(C)C)C(C)C.